Dataset: Catalyst prediction with 721,799 reactions and 888 catalyst types from USPTO. Task: Predict which catalyst facilitates the given reaction. (1) Reactant: [CH3:1][C:2]1[C:10]2[C:9]([NH2:11])=[CH:8][CH:7]=[CH:6][C:5]=2[N:4]([CH2:12][C:13]2[CH:18]=[CH:17][CH:16]=[C:15]([CH3:19])[N:14]=2)[N:3]=1.C[Si]([N-][Si](C)(C)C)(C)C.[Li+].[Br:30][C:31]1[CH:36]=[CH:35][N:34]2[C:37]([C:40](OC)=[O:41])=[CH:38][N:39]=[C:33]2[CH:32]=1.CO.C(Cl)Cl. Product: [Br:30][C:31]1[CH:36]=[CH:35][N:34]2[C:37]([C:40]([NH:11][C:9]3[CH:8]=[CH:7][CH:6]=[C:5]4[C:10]=3[C:2]([CH3:1])=[N:3][N:4]4[CH2:12][C:13]3[CH:18]=[CH:17][CH:16]=[C:15]([CH3:19])[N:14]=3)=[O:41])=[CH:38][N:39]=[C:33]2[CH:32]=1. The catalyst class is: 1. (2) Reactant: C(OC(=O)[NH:7][CH2:8][CH2:9][NH:10][C:11]([C:13]1[CH:22]=[CH:21][C:20]2[C:15](=[C:16]([C:23]3[CH:34]=[CH:33][C:26]4[N:27]([CH3:32])[S:28](=[O:31])(=[O:30])[CH2:29][C:25]=4[CH:24]=3)[CH:17]=[N:18][CH:19]=2)[N:14]=1)=[O:12])(C)(C)C.Cl.O1CCOCC1. Product: [NH2:7][CH2:8][CH2:9][NH:10][C:11]([C:13]1[CH:22]=[CH:21][C:20]2[C:15](=[C:16]([C:23]3[CH:34]=[CH:33][C:26]4[N:27]([CH3:32])[S:28](=[O:30])(=[O:31])[CH2:29][C:25]=4[CH:24]=3)[CH:17]=[N:18][CH:19]=2)[N:14]=1)=[O:12]. The catalyst class is: 5. (3) Reactant: [Br:1][CH2:2][C:3]([C:5]1[S:6][CH:7]=[CH:8][N:9]=1)=[O:4].[S:10]1[CH:14]=[C:13]([CH:15]([NH:27][C:28]2[CH:33]=[CH:32][CH:31]=[CH:30][CH:29]=2)[C:16]([O:18][C@@H:19]2[CH:24]3[CH2:25][CH2:26][N:21]([CH2:22][CH2:23]3)[CH2:20]2)=[O:17])[C:12]2[CH:34]=[CH:35][CH:36]=[CH:37][C:11]1=2. Product: [Br-:1].[S:10]1[CH:14]=[C:13]([CH:15]([NH:27][C:28]2[CH:33]=[CH:32][CH:31]=[CH:30][CH:29]=2)[C:16]([O:18][C@@H:19]2[CH:24]3[CH2:25][CH2:26][N+:21]([CH2:2][C:3](=[O:4])[C:5]4[S:6][CH:7]=[CH:8][N:9]=4)([CH2:22][CH2:23]3)[CH2:20]2)=[O:17])[C:12]2[CH:34]=[CH:35][CH:36]=[CH:37][C:11]1=2. The catalyst class is: 25. (4) Reactant: [H-].[Al+3].[Li+].[H-].[H-].[H-].[C:7]([CH2:10][C:11]1([CH2:26][C:27](O)=[O:28])[CH2:16][CH2:15][CH:14]([CH:17]2[CH2:22][CH2:21][CH:20]([CH2:23][CH2:24][CH3:25])[CH2:19][CH2:18]2)[CH2:13][CH2:12]1)(O)=[O:8].O.Cl. Product: [OH:8][CH2:7][CH2:10][C:11]1([CH2:26][CH2:27][OH:28])[CH2:16][CH2:15][CH:14]([CH:17]2[CH2:22][CH2:21][CH:20]([CH2:23][CH2:24][CH3:25])[CH2:19][CH2:18]2)[CH2:13][CH2:12]1. The catalyst class is: 1. (5) Reactant: [C:1]([NH:4][C:5]1[CH:14]=[C:13]([NH:15][CH2:16][CH2:17][N:18](C(OC(C)(C)C)=O)[CH3:19])[CH:12]=[CH:11][C:6]=1[C:7]([O:9][CH3:10])=[O:8])(=[O:3])[CH3:2].C(O)(C(F)(F)F)=O. Product: [C:1]([NH:4][C:5]1[CH:14]=[C:13]([NH:15][CH2:16][CH2:17][NH:18][CH3:19])[CH:12]=[CH:11][C:6]=1[C:7]([O:9][CH3:10])=[O:8])(=[O:3])[CH3:2]. The catalyst class is: 4. (6) Reactant: Cl.[Br:2][C:3]1[CH:8]=[CH:7][C:6]([N:9]2[C:13]([CH2:14][C@@H:15]3[CH2:19][CH2:18][NH:17][CH2:16]3)=[N:12][NH:11][C:10]2=[O:20])=[CH:5][CH:4]=1.C(N(CC)C(C)C)(C)C.[C:30](Cl)(=[O:33])[CH2:31][CH3:32]. Product: [Br:2][C:3]1[CH:8]=[CH:7][C:6]([N:9]2[C:13]([CH2:14][C@@H:15]3[CH2:19][CH2:18][N:17]([C:30](=[O:33])[CH2:31][CH3:32])[CH2:16]3)=[N:12][NH:11][C:10]2=[O:20])=[CH:5][CH:4]=1. The catalyst class is: 4. (7) Reactant: [F:1][CH2:2][CH2:3][NH:4][C:5]([N:7]1[C:15]2[C:10](=[CH:11][C:12]([O:16][C:17]3[CH:22]=[CH:21][N:20]=[C:19]([NH:23][C:24]([CH:26]4[CH2:31][CH2:30][N:29](C(OC(C)(C)C)=O)[CH2:28][CH2:27]4)=[O:25])[CH:18]=3)=[CH:13][CH:14]=2)[CH:9]=[CH:8]1)=[O:6].C(OCC)(=O)C.O.C(=O)(O)O. Product: [F:1][CH2:2][CH2:3][NH:4][C:5]([N:7]1[C:15]2[C:10](=[CH:11][C:12]([O:16][C:17]3[CH:22]=[CH:21][N:20]=[C:19]([NH:23][C:24]([CH:26]4[CH2:27][CH2:28][NH:29][CH2:30][CH2:31]4)=[O:25])[CH:18]=3)=[CH:13][CH:14]=2)[CH:9]=[CH:8]1)=[O:6]. The catalyst class is: 55. (8) Reactant: [NH2:1][C:2]1[N:11]([CH2:12][CH2:13][CH3:14])[CH2:10][C:9]2[C:4](=[CH:5][CH:6]=[C:7]([O:15][C:16]3[CH:17]=[C:18]([CH:22]=[CH:23][CH:24]=3)[C:19](O)=[O:20])[CH:8]=2)[N:3]=1.O=S(Cl)[Cl:27]. Product: [NH2:1][C:2]1[N:11]([CH2:12][CH2:13][CH3:14])[CH2:10][C:9]2[C:4](=[CH:5][CH:6]=[C:7]([O:15][C:16]3[CH:17]=[C:18]([CH:22]=[CH:23][CH:24]=3)[C:19]([Cl:27])=[O:20])[CH:8]=2)[N:3]=1. The catalyst class is: 2.